Task: Predict the product of the given reaction.. Dataset: Forward reaction prediction with 1.9M reactions from USPTO patents (1976-2016) (1) Given the reactants [F:1][C:2]1[C:9]([N+:10]([O-:12])=[O:11])=[CH:8][CH:7]=[C:6](F)[C:3]=1[C:4]#[N:5].C(N(CC)CC)C.[CH3:21][OH:22], predict the reaction product. The product is: [F:1][C:2]1[C:9]([N+:10]([O-:12])=[O:11])=[CH:8][CH:7]=[C:6]([O:22][CH3:21])[C:3]=1[C:4]#[N:5]. (2) Given the reactants C([S:4][CH2:5][C@H:6]1[N:11]([CH2:12][C@@H:13](O)[C:14]2[C:15]([CH3:24])=[C:16]3[C:20](=[CH:21][CH:22]=2)[C:19](=[O:23])[O:18][CH2:17]3)[CH2:10][CH2:9][N:8]([C:26]([O:28][C:29]([CH3:32])([CH3:31])[CH3:30])=[O:27])[CH2:7]1)(=O)C.CC1C([C@@H]2SC[C@@H]3CN(C(OC(C)(C)C)=O)CCN3C2)=CC=C2C=1COC2=O, predict the reaction product. The product is: [CH3:24][C:15]1[C:14]([C@H:13]2[S:4][CH2:5][C@@H:6]3[CH2:7][N:8]([C:26]([O:28][C:29]([CH3:32])([CH3:31])[CH3:30])=[O:27])[CH2:9][CH2:10][N:11]3[CH2:12]2)=[CH:22][CH:21]=[C:20]2[C:16]=1[CH2:17][O:18][C:19]2=[O:23]. (3) Given the reactants FC(F)(F)C(OC(=O)C(F)(F)F)=O.[N+:14]([O-:17])([O-])=[O:15].[NH4+].[CH3:19][O:20][C:21]([C:23]([NH:25][C:26]1[CH:31]=[CH:30][C:29]([C@H:32]2[CH2:37][CH2:36][C@H:35]([CH2:38][C:39]([O:41][CH3:42])=[O:40])[CH2:34][CH2:33]2)=[CH:28][CH:27]=1)=[O:24])=[O:22], predict the reaction product. The product is: [CH3:19][O:20][C:21]([C:23]([NH:25][C:26]1[CH:31]=[CH:30][C:29]([C@H:32]2[CH2:37][CH2:36][C@H:35]([CH2:38][C:39]([O:41][CH3:42])=[O:40])[CH2:34][CH2:33]2)=[CH:28][C:27]=1[N+:14]([O-:17])=[O:15])=[O:24])=[O:22]. (4) Given the reactants CC(C)([O-])C.[Na+].[C:7]([O:11][C:12](=[O:26])[C:13]([CH2:17][C:18]1[CH:23]=[CH:22][C:21]([Cl:24])=[C:20](Br)[CH:19]=1)([CH3:16])[CH2:14][CH3:15])([CH3:10])([CH3:9])[CH3:8].[CH2:27]([NH2:34])[C:28]1[CH:33]=[CH:32][CH:31]=[CH:30][CH:29]=1.C1(P(C2C=CC=CC=2)C2C=CC3C(=CC=CC=3)C=2C2C3C(=CC=CC=3)C=CC=2P(C2C=CC=CC=2)C2C=CC=CC=2)C=CC=CC=1.[Cl-].[NH4+], predict the reaction product. The product is: [CH2:27]([NH:34][C:20]1[CH:19]=[C:18]([CH:23]=[CH:22][C:21]=1[Cl:24])[CH2:17][C:13]([CH3:16])([CH2:14][CH3:15])[C:12]([O:11][C:7]([CH3:10])([CH3:9])[CH3:8])=[O:26])[C:28]1[CH:33]=[CH:32][CH:31]=[CH:30][CH:29]=1. (5) Given the reactants C(O[C:6]([N:8]1[CH2:15][C:14](=[CH2:16])[CH2:13][C@H:9]1[C:10]([OH:12])=O)=[O:7])(C)(C)C.[N:17]([CH2:20][CH2:21][CH2:22][CH2:23][CH3:24])=C=O.[NH2:25][CH:26]1[CH2:29][N:28]([C:30]([O:32][C:33]([CH3:36])([CH3:35])[CH3:34])=[O:31])[CH2:27]1, predict the reaction product. The product is: [CH2:16]=[C:14]1[CH2:15][N:8]([C:6]([NH:17][CH2:20][CH2:21][CH2:22][CH2:23][CH3:24])=[O:7])[CH:9]([C:10]([NH:25][CH:26]2[CH2:27][N:28]([C:30]([O:32][C:33]([CH3:36])([CH3:35])[CH3:34])=[O:31])[CH2:29]2)=[O:12])[CH2:13]1. (6) The product is: [CH3:1][N:2]1[C:6]([C:7]([OH:9])=[O:8])=[C:5]([CH3:12])[CH:4]=[N:3]1. Given the reactants [CH3:1][N:2]1[C:6]([C:7]([O:9]CC)=[O:8])=[C:5]([CH3:12])[CH:4]=[N:3]1.[OH-].[Na+], predict the reaction product. (7) Given the reactants [O:1]=[C:2]1[C:15]2[CH:14]=[C:13]([C:16](O)=[O:17])[CH:12]=[CH:11][C:10]=2[C:9](=[O:19])[C:8]2[C:3]1=[CH:4][CH:5]=[CH:6][CH:7]=2.[CH3:20][O:21][C:22]1[CH:27]=[CH:26][C:25]([CH2:28][NH2:29])=[CH:24][CH:23]=1.CN(C(ON1N=NC2C=CC=NC1=2)=[N+](C)C)C.F[P-](F)(F)(F)(F)F.CCN(C(C)C)C(C)C, predict the reaction product. The product is: [CH3:20][O:21][C:22]1[CH:27]=[CH:26][C:25]([CH2:28][NH:29][C:16]([C:13]2[CH:12]=[CH:11][C:10]3[C:9](=[O:19])[C:8]4[C:3](=[CH:4][CH:5]=[CH:6][CH:7]=4)[C:2](=[O:1])[C:15]=3[CH:14]=2)=[O:17])=[CH:24][CH:23]=1. (8) Given the reactants S(O[CH2:12][CH2:13][O:14][CH2:15][CH2:16][O:17][CH2:18][CH2:19][O:20][CH2:21][CH2:22][O:23][CH2:24][C:25]#[C:26][C:27]1[CH:28]=[C:29]([CH:40]=[CH:41][CH:42]=1)[C:30]([O:32][CH2:33][C:34]1[CH:39]=[CH:38][CH:37]=[CH:36][CH:35]=1)=[O:31])(C1C=CC(C)=CC=1)(=O)=O.C(=O)(O)[O-].[Na+].[N-:48]=[N+:49]=[N-:50].[Na+], predict the reaction product. The product is: [N:48]([CH2:12][CH2:13][O:14][CH2:15][CH2:16][O:17][CH2:18][CH2:19][O:20][CH2:21][CH2:22][O:23][CH2:24][C:25]#[C:26][C:27]1[CH:28]=[C:29]([CH:40]=[CH:41][CH:42]=1)[C:30]([O:32][CH2:33][C:34]1[CH:39]=[CH:38][CH:37]=[CH:36][CH:35]=1)=[O:31])=[N+:49]=[N-:50]. (9) Given the reactants Cl[C:2]1[NH:3][C:4]2[CH:10]=[CH:9][CH:8]=[CH:7][C:5]=2[N:6]=1.[F:11][C:12]1[C:18]([C:19]([F:22])([F:21])[F:20])=[CH:17][CH:16]=[CH:15][C:13]=1[NH2:14], predict the reaction product. The product is: [N:6]1[C:5]2[CH:7]=[CH:8][CH:9]=[CH:10][C:4]=2[NH:3][C:2]=1[NH:14][C:13]1[CH:15]=[CH:16][CH:17]=[C:18]([C:19]([F:20])([F:21])[F:22])[C:12]=1[F:11].